From a dataset of Reaction yield outcomes from USPTO patents with 853,638 reactions. Predict the reaction yield, written as a fraction of the theoretical maximum amount of product (1.0 means a 100% yield; for example, 0.34 means a 34% yield). (1) The reactants are [CH:1]([C:3]1[CH:8]=[C:7](Br)[CH:6]=[C:5]([CH:10]=[O:11])[C:4]=1[OH:12])=[O:2].[CH2:13]=[CH:14][CH2:15][CH2:16][CH2:17][CH2:18][CH2:19][CH2:20][CH2:21][CH2:22][CH2:23][CH3:24].C([O-])(O)=O.[Na+].[Li+].[Cl-]. The catalyst is [Br-].C([N+](CCCC)(CCCC)CCCC)CCC.C([O-])(=O)C.C([O-])(=O)C.[Pd+2]. The product is [CH:1]([C:3]1[CH:8]=[C:7]([CH:13]=[CH:14][CH2:15][CH2:16][CH2:17][CH2:18][CH2:19][CH2:20][CH2:21][CH2:22][CH2:23][CH3:24])[CH:6]=[C:5]([CH:10]=[O:11])[C:4]=1[OH:12])=[O:2]. The yield is 0.510. (2) The reactants are [NH2:1][C:2]1[CH:7]=[CH:6][C:5]([Br:8])=[CH:4][N:3]=1.S(=O)(=O)(O)O.O.[I:15](O)(=O)(=O)=O.II.[OH-].[Na+]. The catalyst is II.O.C(O)(=O)C. The product is [NH2:1][C:2]1[C:7]([I:15])=[CH:6][C:5]([Br:8])=[CH:4][N:3]=1. The yield is 0.760.